The task is: Predict the product of the given reaction.. This data is from Forward reaction prediction with 1.9M reactions from USPTO patents (1976-2016). (1) Given the reactants [CH2:1]([O:3][C:4]([C:6]1([C:9]2[CH:14]=[CH:13][C:12]([C:15]3[CH:20]=[CH:19][C:18]([C:21]4[S:22][C:23]([F:29])=[CH:24][C:25]=4C(O)=O)=[CH:17][C:16]=3[O:30][CH3:31])=[CH:11][CH:10]=2)[CH2:8][CH2:7]1)=[O:5])[CH3:2].C([N:34]([CH2:37]C)CC)C.C1(P(N=[N+]=[N-])(C2C=CC=CC=2)=[O:46])C=CC=CC=1.[Cl:56][C:57]1[C:58]([CH:62]([OH:64])[CH3:63])=[CH:59][S:60][CH:61]=1, predict the reaction product. The product is: [CH2:1]([O:3][C:4]([C:6]1([C:9]2[CH:14]=[CH:13][C:12]([C:15]3[CH:20]=[CH:19][C:18]([C:21]4[S:22][C:23]([F:29])=[CH:24][C:25]=4[NH:34][C:37]([O:64][CH:62]([C:58]4[C:57]([Cl:56])=[CH:61][S:60][CH:59]=4)[CH3:63])=[O:46])=[CH:17][C:16]=3[O:30][CH3:31])=[CH:11][CH:10]=2)[CH2:7][CH2:8]1)=[O:5])[CH3:2]. (2) The product is: [OH:3][CH:1]([C:4]1[CH:9]=[CH:8][CH:7]=[CH:6][C:5]=1[C:10]1[CH:15]=[CH:14][C:13]([C:16]([N:18]2[C:24]3[CH:25]=[CH:26][CH:27]=[CH:28][C:23]=3[CH2:22][N:21]3[C:29]([C:32]([NH:34][CH2:35][C:36]4[CH:37]=[N:38][CH:39]=[CH:40][CH:41]=4)=[O:33])=[CH:30][CH:31]=[C:20]3[CH2:19]2)=[O:17])=[CH:12][C:11]=1[CH3:42])[CH3:2]. Given the reactants [C:1]([C:4]1[CH:9]=[CH:8][CH:7]=[CH:6][C:5]=1[C:10]1[CH:15]=[CH:14][C:13]([C:16]([N:18]2[C:24]3[CH:25]=[CH:26][CH:27]=[CH:28][C:23]=3[CH2:22][N:21]3[C:29]([C:32]([NH:34][CH2:35][C:36]4[CH:37]=[N:38][CH:39]=[CH:40][CH:41]=4)=[O:33])=[CH:30][CH:31]=[C:20]3[CH2:19]2)=[O:17])=[CH:12][C:11]=1[CH3:42])(=[O:3])[CH3:2].[BH4-].[Na+], predict the reaction product. (3) Given the reactants [NH2:1][C:2]1[O:6][C:5]([CH:7]([NH:18]C(=O)OC(C)(C)C)[C:8]2[CH:13]=[CH:12][CH:11]=[C:10]([C:14]([F:17])([F:16])[F:15])[CH:9]=2)=[N:4][N:3]=1.[ClH:26], predict the reaction product. The product is: [ClH:26].[NH2:18][CH:7]([C:8]1[CH:13]=[CH:12][CH:11]=[C:10]([C:14]([F:17])([F:16])[F:15])[CH:9]=1)[C:5]1[O:6][C:2]([NH2:1])=[N:3][N:4]=1. (4) Given the reactants [OH:1][C@H:2]1[CH2:6][NH:5][CH2:4][C@H:3]1[CH2:7][NH:8][C:9]([C@@H:11]([NH:16][C:17]([C:19]1[S:20][C:21]2[CH:27]=[CH:26][CH:25]=[CH:24][C:22]=2[CH:23]=1)=[O:18])[CH2:12][CH:13]([CH3:15])[CH3:14])=[O:10].C([O-])(O)=O.[Na+].[Cl:33][C:34]1[CH:39]=[C:38]([F:40])[CH:37]=[CH:36][C:35]=1[S:41](Cl)(=[O:43])=[O:42].CC#N.CO, predict the reaction product. The product is: [Cl:33][C:34]1[CH:39]=[C:38]([F:40])[CH:37]=[CH:36][C:35]=1[S:41]([N:5]1[CH2:6][C@H:2]([OH:1])[C@H:3]([CH2:7][NH:8][C:9]([C@@H:11]([NH:16][C:17]([C:19]2[S:20][C:21]3[CH:27]=[CH:26][CH:25]=[CH:24][C:22]=3[CH:23]=2)=[O:18])[CH2:12][CH:13]([CH3:15])[CH3:14])=[O:10])[CH2:4]1)(=[O:43])=[O:42]. (5) Given the reactants [CH3:1][C:2]([CH2:8][CH2:9][CH2:10][CH:11]([CH3:23])[CH2:12][CH2:13][CH2:14][CH:15]([CH3:22])[CH2:16][CH2:17][CH2:18][CH:19]([CH3:21])[CH3:20])=[CH:3][C:4]([O:6][CH3:7])=[O:5].[OH:24][CH2:25][CH:26](CO)[OH:27].C(=O)([O-])[O-].[K+].[K+].Cl, predict the reaction product. The product is: [CH3:1][C:2]([CH2:8][CH2:9][CH2:10][CH:11]([CH3:23])[CH2:12][CH2:13][CH2:14][CH:15]([CH3:22])[CH2:16][CH2:17][CH2:18][CH:19]([CH3:21])[CH3:20])=[CH:3][C:4]([O:6][CH2:7][CH:25]([CH2:26][OH:27])[OH:24])=[O:5]. (6) Given the reactants Br[C:2]1[CH:7]=[CH:6][C:5]([C:8]2[N:9]([CH2:14][C@@H:15]3[CH2:19][CH2:18][N:17]([C:20]([CH:22]4[CH2:24][CH2:23]4)=[O:21])[CH2:16]3)[C:10](=[O:13])[NH:11][N:12]=2)=[C:4]([F:25])[CH:3]=1.[F:26][C:27]1[CH:32]=[C:31]([O:33][CH3:34])[CH:30]=[CH:29][C:28]=1B(O)O.C([O-])([O-])=O.[K+].[K+].Cl, predict the reaction product. The product is: [CH:22]1([C:20]([N:17]2[CH2:18][CH2:19][C@@H:15]([CH2:14][N:9]3[C:8]([C:5]4[CH:6]=[CH:7][C:2]([C:28]5[CH:29]=[CH:30][C:31]([O:33][CH3:34])=[CH:32][C:27]=5[F:26])=[CH:3][C:4]=4[F:25])=[N:12][NH:11][C:10]3=[O:13])[CH2:16]2)=[O:21])[CH2:24][CH2:23]1.